This data is from Forward reaction prediction with 1.9M reactions from USPTO patents (1976-2016). The task is: Predict the product of the given reaction. (1) Given the reactants [O:1]=[C:2]1[N:7]([CH2:8][O:9][CH2:10][CH2:11][Si:12]([CH3:15])([CH3:14])[CH3:13])[N:6]=[C:5](B(O)O)[CH:4]=[C:3]1[C:19]1[N:23]([CH2:24][O:25][CH2:26][CH2:27][Si:28]([CH3:31])([CH3:30])[CH3:29])[C:22]2[CH:32]=[CH:33][CH:34]=[CH:35][C:21]=2[N:20]=1.[Cl:36][C:37]1[N:42]=[C:41](Cl)[CH:40]=[CH:39][N:38]=1.C(=O)([O-])[O-].[Cs+].[Cs+], predict the reaction product. The product is: [Cl:36][C:37]1[N:42]=[C:41]([C:5]2[CH:4]=[C:3]([C:19]3[N:23]([CH2:24][O:25][CH2:26][CH2:27][Si:28]([CH3:31])([CH3:30])[CH3:29])[C:22]4[CH:32]=[CH:33][CH:34]=[CH:35][C:21]=4[N:20]=3)[C:2](=[O:1])[N:7]([CH2:8][O:9][CH2:10][CH2:11][Si:12]([CH3:15])([CH3:14])[CH3:13])[N:6]=2)[CH:40]=[CH:39][N:38]=1. (2) The product is: [C@@H:1]1([N:10]2[CH:17]=[CH:16][C:14](=[O:15])[NH:13][C:11]2=[O:12])[O:9][C@H:6]([CH2:7][OH:8])[C@@H:4]([OH:5])[C@@H:2]1[OH:3]. Given the reactants [C@@H:1]1([N:10]2[CH:17]=[CH:16][C:14](=[O:15])[NH:13][C:11]2=[O:12])[O:9][C@H:6]([CH2:7][OH:8])[C@@H:4]([OH:5])[C@H:2]1[OH:3].C(=O)(OC1C=CC=CC=1)OC1C=CC=CC=1.CN(C)P(=O)(N(C)C)N(C)C, predict the reaction product. (3) Given the reactants [CH:1]1[C:13]([NH2:14])=[CH:12][C:11]2[CH2:15][CH2:16][CH2:17][N:9]3[C:10]=2[C:2]=1[C:3]1[CH2:4][CH2:5][CH2:6][CH2:7][C:8]=13.[C:18](OC(=O)C)(=[O:20])[CH3:19], predict the reaction product. The product is: [CH:1]1[C:13]([NH:14][C:18](=[O:20])[CH3:19])=[CH:12][C:11]2[CH2:15][CH2:16][CH2:17][N:9]3[C:10]=2[C:2]=1[C:3]1[CH2:4][CH2:5][CH2:6][CH2:7][C:8]=13. (4) Given the reactants Cl[C:2]1[C:11]([N:12]([CH3:16])[CH:13]([CH3:15])[CH3:14])=[N:10][C:9]2[C:4](=[CH:5][CH:6]=[C:7]([C:17]([O:19][CH3:20])=[O:18])[CH:8]=2)[N:3]=1.[O:21]1[C:25]2[CH:26]=[CH:27][C:28](B(O)O)=[CH:29][C:24]=2[CH:23]=[CH:22]1.[O-]P([O-])([O-])=O.[K+].[K+].[K+], predict the reaction product. The product is: [O:21]1[C:25]2[CH:26]=[CH:27][C:28]([C:2]3[C:11]([N:12]([CH3:16])[CH:13]([CH3:15])[CH3:14])=[N:10][C:9]4[C:4](=[CH:5][CH:6]=[C:7]([C:17]([O:19][CH3:20])=[O:18])[CH:8]=4)[N:3]=3)=[CH:29][C:24]=2[CH:23]=[CH:22]1. (5) Given the reactants [Cl:1][C:2]1[CH:7]=[CH:6][C:5]([C@@:8]2([CH3:54])[C@:12]([C:14]3[CH:19]=[CH:18][C:17]([Cl:20])=[CH:16][CH:15]=3)([CH3:13])[N:11]([C:21]([N:23]3[CH2:28][CH2:27][N:26]([CH2:29]CCS(C)(=O)=O)[CH2:25][CH2:24]3)=[O:22])[C:10]([C:36]3[C:37]([O:51][CH2:52][CH3:53])=[CH:38][C:39]([Cl:50])=[C:40]([S:42]([NH:45][C:46]([CH3:49])([CH3:48])[CH3:47])(=[O:44])=[O:43])[CH:41]=3)=[N:9]2)=[CH:4][CH:3]=1.[CH3:55][O:56][C:57]([C@@H]1CNCCN1C)=[O:58], predict the reaction product. The product is: [CH3:55][O:56][C:57]([C@@H:25]1[CH2:24][N:23]([C:21]([N:11]2[C@@:12]([C:14]3[CH:19]=[CH:18][C:17]([Cl:20])=[CH:16][CH:15]=3)([CH3:13])[C@@:8]([C:5]3[CH:4]=[CH:3][C:2]([Cl:1])=[CH:7][CH:6]=3)([CH3:54])[N:9]=[C:10]2[C:36]2[CH:41]=[C:40]([S:42](=[O:44])(=[O:43])[NH:45][C:46]([CH3:48])([CH3:49])[CH3:47])[C:39]([Cl:50])=[CH:38][C:37]=2[O:51][CH2:52][CH3:53])=[O:22])[CH2:28][CH2:27][N:26]1[CH3:29])=[O:58].